From a dataset of Full USPTO retrosynthesis dataset with 1.9M reactions from patents (1976-2016). Predict the reactants needed to synthesize the given product. (1) Given the product [C:28]([N:35]1[CH2:36][CH2:37][N:38]([C:2]2[CH:7]=[C:6]([CH:8]3[N:12]([C:13]4[CH:18]=[CH:17][C:16]([F:19])=[CH:15][C:14]=4[F:20])[N:11]=[C:10]([C:21]([F:27])([F:26])[C:22]([F:25])([F:23])[F:24])[CH2:9]3)[CH:5]=[CH:4][N:3]=2)[CH2:39][CH2:40]1)([O:30][C:31]([CH3:34])([CH3:33])[CH3:32])=[O:29], predict the reactants needed to synthesize it. The reactants are: Br[C:2]1[CH:7]=[C:6]([CH:8]2[N:12]([C:13]3[CH:18]=[CH:17][C:16]([F:19])=[CH:15][C:14]=3[F:20])[N:11]=[C:10]([C:21]([F:27])([F:26])[C:22]([F:25])([F:24])[F:23])[CH2:9]2)[CH:5]=[CH:4][N:3]=1.[C:28]([N:35]1[CH2:40][CH2:39][NH:38][CH2:37][CH2:36]1)([O:30][C:31]([CH3:34])([CH3:33])[CH3:32])=[O:29].C1C=CC(P(C2C(C3C(P(C4C=CC=CC=4)C4C=CC=CC=4)=CC=C4C=3C=CC=C4)=C3C(C=CC=C3)=CC=2)C2C=CC=CC=2)=CC=1.CC(C)([O-])C.[Na+]. (2) Given the product [C:11]1([C:10]#[C:9][CH2:8][N:1]2[CH2:6][CH2:5][NH:4][CH2:3][CH2:2]2)[CH:16]=[CH:15][CH:14]=[CH:13][CH:12]=1, predict the reactants needed to synthesize it. The reactants are: [NH:1]1[CH2:6][CH2:5][NH:4][CH2:3][CH2:2]1.Br[CH2:8][C:9]#[C:10][C:11]1[CH:16]=[CH:15][CH:14]=[CH:13][CH:12]=1. (3) Given the product [Br:12][C:13]1[CH:14]=[C:15]([CH:16]=[CH:17][C:18]=1[F:19])[CH:20]=[C:1]1[C:2]2[C:3](=[CH:7][CH:8]=[CH:9][CH:10]=2)[C:4](=[O:5])[O:6]1, predict the reactants needed to synthesize it. The reactants are: [C:1]1(=O)[O:6][C:4](=[O:5])[C:3]2=[CH:7][CH:8]=[CH:9][CH:10]=[C:2]12.[Br:12][C:13]1[CH:14]=[C:15]([CH2:20]C(O)=O)[CH:16]=[CH:17][C:18]=1[F:19].C([O-])(=O)C.[Na+]. (4) Given the product [F:8][C:6]1[CH:5]=[C:4]([C:9]2[N:13]=[C:12]([CH3:14])[N:11]([CH2:26][CH2:25][C:24]([NH:23][C:22](=[O:30])[O:21][C:17]([CH3:20])([CH3:19])[CH3:18])([CH3:29])[CH3:28])[N:10]=2)[CH:3]=[C:2]([F:1])[CH:7]=1, predict the reactants needed to synthesize it. The reactants are: [F:1][C:2]1[CH:3]=[C:4]([C:9]2[N:13]=[C:12]([CH3:14])[NH:11][N:10]=2)[CH:5]=[C:6]([F:8])[CH:7]=1.[H-].[Na+].[C:17]([O:21][C:22](=[O:30])[NH:23][C:24]([CH3:29])([CH3:28])[CH2:25][CH2:26]Cl)([CH3:20])([CH3:19])[CH3:18].